Dataset: Peptide-MHC class I binding affinity with 185,985 pairs from IEDB/IMGT. Task: Regression. Given a peptide amino acid sequence and an MHC pseudo amino acid sequence, predict their binding affinity value. This is MHC class I binding data. (1) The peptide sequence is MALMKLAAL. The MHC is HLA-A02:01 with pseudo-sequence HLA-A02:01. The binding affinity (normalized) is 0.201. (2) The peptide sequence is YQVKYVSPV. The MHC is HLA-A02:01 with pseudo-sequence HLA-A02:01. The binding affinity (normalized) is 0.936. (3) The peptide sequence is IFMRDWNSK. The MHC is HLA-A33:01 with pseudo-sequence HLA-A33:01. The binding affinity (normalized) is 0.159. (4) The peptide sequence is KTFVELMRR. The MHC is HLA-A03:01 with pseudo-sequence HLA-A03:01. The binding affinity (normalized) is 0.690.